From a dataset of Forward reaction prediction with 1.9M reactions from USPTO patents (1976-2016). Predict the product of the given reaction. (1) Given the reactants [Ga:1](I)(I)I.[C:5]([OH:18])(=[O:17])[CH2:6][CH2:7][CH2:8][CH2:9][CH2:10][CH2:11][CH2:12][CH2:13][CH2:14][CH2:15][CH3:16].[CH2:19]=[CH:20][CH2:21][CH2:22][CH2:23][CH2:24]CCCCCCCCCCCC, predict the reaction product. The product is: [C:5]([O-:18])(=[O:17])[CH2:6][CH2:7][CH2:8][CH2:9][CH2:10][CH2:11][CH2:12][CH2:13][CH2:14][CH2:15][CH2:16][CH2:19][CH2:20][CH2:21][CH2:22][CH2:23][CH3:24].[Ga+3:1].[C:5]([O-:18])(=[O:17])[CH2:6][CH2:7][CH2:8][CH2:9][CH2:10][CH2:11][CH2:12][CH2:13][CH2:14][CH2:15][CH2:16][CH2:19][CH2:20][CH2:21][CH2:22][CH2:23][CH3:24].[C:5]([O-:18])(=[O:17])[CH2:6][CH2:7][CH2:8][CH2:9][CH2:10][CH2:11][CH2:12][CH2:13][CH2:14][CH2:15][CH2:16][CH2:19][CH2:20][CH2:21][CH2:22][CH2:23][CH3:24]. (2) Given the reactants [C:1]([C:5]1[S:9][C:8](=[NH:10])[N:7]([CH2:11][CH2:12][CH2:13][CH3:14])[N:6]=1)([CH3:4])([CH3:3])[CH3:2].O.N1(O)C2C=CC=CC=2N=N1.Cl.C(N=C=NCCCN(C)C)C.[Cl:38][C:39]1[CH:40]=[CH:41][C:42]([F:48])=[C:43]([CH:47]=1)[C:44](O)=[O:45].C(N(CC)CC)C, predict the reaction product. The product is: [C:1]([C:5]1[S:9]/[C:8](=[N:10]\[C:44](=[O:45])[C:43]2[CH:47]=[C:39]([Cl:38])[CH:40]=[CH:41][C:42]=2[F:48])/[N:7]([CH2:11][CH2:12][CH2:13][CH3:14])[N:6]=1)([CH3:4])([CH3:3])[CH3:2].